This data is from Catalyst prediction with 721,799 reactions and 888 catalyst types from USPTO. The task is: Predict which catalyst facilitates the given reaction. (1) Reactant: [H-].[Na+].[C:3]([O:7][C:8]([NH:10][C@@H:11]([CH2:15][CH3:16])[C:12]([OH:14])=[O:13])=[O:9])([CH3:6])([CH3:5])[CH3:4].I[CH2:18][CH3:19].O. Product: [C:3]([O:7][C:8]([N:10]([CH2:18][CH3:19])[C@@H:11]([CH2:15][CH3:16])[C:12]([OH:14])=[O:13])=[O:9])([CH3:6])([CH3:5])[CH3:4]. The catalyst class is: 1. (2) Reactant: [F:1][C:2]1[CH:7]=[CH:6][C:5]([CH2:8][N:9]([C:16]([C:18]2[N:22]=[CH:21][N:20]([CH3:23])[N:19]=2)=[O:17])[CH:10]2[CH2:15][CH2:14][O:13][CH2:12][CH2:11]2)=[CH:4][C:3]=1[C:24]1[CH:29]=[CH:28][CH:27]=[C:26]([C:30](OC)=[O:31])[CH:25]=1.C(O)C.[BH4-].[Na+]. Product: [F:1][C:2]1[C:3]([C:24]2[CH:29]=[CH:28][CH:27]=[C:26]([CH2:30][OH:31])[CH:25]=2)=[CH:4][C:5]([CH2:8][N:9]([CH:10]2[CH2:11][CH2:12][O:13][CH2:14][CH2:15]2)[C:16]([C:18]2[N:22]=[CH:21][N:20]([CH3:23])[N:19]=2)=[O:17])=[CH:6][CH:7]=1. The catalyst class is: 283. (3) Reactant: Br[C:2]1[C:17]([O:18][CH2:19][C@@H:20]([NH:25]C(=O)OC(C)(C)C)[CH2:21][CH:22]([CH3:24])[CH3:23])=[CH:16][C:5]2[N:6]([CH3:15])[C:7](=[O:14])[C:8]3[C:13]([C:4]=2[CH:3]=1)=[CH:12][CH:11]=[N:10][CH:9]=3.CCCC[N+](CCCC)(CCCC)CCCC.[OH-].O.CC1C=CC2C(=C([OH:63])C=CC=2)N=1. Product: [NH2:25][C@@H:20]([CH2:21][CH:22]([CH3:23])[CH3:24])[CH2:19][O:18][C:17]1[C:2]([OH:63])=[CH:3][C:4]2[C:13]3[C:8](=[CH:9][N:10]=[CH:11][CH:12]=3)[C:7](=[O:14])[N:6]([CH3:15])[C:5]=2[CH:16]=1. The catalyst class is: 156. (4) Reactant: [Br:1][C:2]1[CH:3]=[CH:4][C:5]([OH:8])=[N:6][CH:7]=1.[CH:9]([C:12]1[N:16]=[C:15]([N:17]2[CH2:22][CH2:21][CH:20]([C@H:23]([CH3:27])[CH2:24][CH2:25]O)[CH2:19][CH2:18]2)[O:14][N:13]=1)([CH3:11])[CH3:10].N(C(OCC)=O)=NC(OCC)=O.C1(P(C2C=CC=CC=2)C2C=CC=CC=2)C=CC=CC=1. Product: [Br:1][C:2]1[CH:3]=[CH:4][C:5]([O:8][CH2:25][CH2:24][C@H:23]([CH:20]2[CH2:21][CH2:22][N:17]([C:15]3[O:14][N:13]=[C:12]([CH:9]([CH3:10])[CH3:11])[N:16]=3)[CH2:18][CH2:19]2)[CH3:27])=[N:6][CH:7]=1. The catalyst class is: 1. (5) Reactant: C(OC(=O)[NH:7][C:8]1(/[CH:16]=[CH:17]/[C:18]2[CH:23]=[CH:22][C:21]([O:24][CH2:25][CH2:26][CH2:27][C:28]3[CH:33]=[CH:32][CH:31]=[CH:30][C:29]=3[F:34])=[C:20]([C:35]([F:38])([F:37])[F:36])[CH:19]=2)[CH2:13][O:12]C(C)(C)[O:10][CH2:9]1)(C)(C)C.[ClH:40]. Product: [ClH:40].[NH2:7][C:8](/[CH:16]=[CH:17]/[C:18]1[CH:23]=[CH:22][C:21]([O:24][CH2:25][CH2:26][CH2:27][C:28]2[CH:33]=[CH:32][CH:31]=[CH:30][C:29]=2[F:34])=[C:20]([C:35]([F:38])([F:36])[F:37])[CH:19]=1)([CH2:13][OH:12])[CH2:9][OH:10]. The catalyst class is: 8. (6) Reactant: [S:1]1[CH:5]=[CH:4][CH:3]=[C:2]1[C:6]1[CH:11]=[CH:10][C:9]([NH:12]C(=O)OC(C)(C)C)=[C:8]([NH:20][C:21](=[O:25])[O:22][CH2:23][CH3:24])[CH:7]=1.Cl. Product: [NH2:12][C:9]1[CH:10]=[CH:11][C:6]([C:2]2[S:1][CH:5]=[CH:4][CH:3]=2)=[CH:7][C:8]=1[NH:20][C:21](=[O:25])[O:22][CH2:23][CH3:24]. The catalyst class is: 71. (7) Reactant: [CH3:1][C:2]1([CH3:17])[C:11]2[C:6](=[CH:7][C:8]([C:12]([F:15])([F:14])[F:13])=[CH:9][CH:10]=2)[C:5](=[O:16])[NH:4][CH2:3]1.Br[C:19]1[CH:20]=[N:21][CH:22]=[CH:23][C:24]=1[CH3:25].P([O-])([O-])([O-])=O.[K+].[K+].[K+]. Product: [CH3:1][C:2]1([CH3:17])[C:11]2[C:6](=[CH:7][C:8]([C:12]([F:15])([F:13])[F:14])=[CH:9][CH:10]=2)[C:5](=[O:16])[N:4]([C:19]2[CH:20]=[N:21][CH:22]=[CH:23][C:24]=2[CH3:25])[CH2:3]1. The catalyst class is: 246.